This data is from Forward reaction prediction with 1.9M reactions from USPTO patents (1976-2016). The task is: Predict the product of the given reaction. (1) Given the reactants [Cl:1][C:2]1[CH:3]=[C:4]([C@@H:9]2[CH2:14][CH2:13][CH2:12][N:11](C(=O)[C@H](OC)C3C=CC=CC=3)[CH2:10]2)[CH:5]=[C:6]([Cl:8])[CH:7]=1.[Li+].[B-](CC)(CC)CC.Cl, predict the reaction product. The product is: [Cl:1][C:2]1[CH:3]=[C:4]([CH:9]2[CH2:14][CH2:13][CH2:12][NH:11][CH2:10]2)[CH:5]=[C:6]([Cl:8])[CH:7]=1. (2) The product is: [CH3:16][O:1][CH:2]([C:10]1[CH:11]=[CH:12][CH:13]=[CH:14][CH:15]=1)[C:3]([CH3:9])([CH3:8])[C:4]([O:6][CH3:7])=[O:5]. Given the reactants [OH:1][CH:2]([C:10]1[CH:15]=[CH:14][CH:13]=[CH:12][CH:11]=1)[C:3]([CH3:9])([CH3:8])[C:4]([O:6][CH3:7])=[O:5].[CH3:16][Si](C)(C)[N-][Si](C)(C)C.[K+].IC.[NH4+].[Cl-], predict the reaction product.